Dataset: Reaction yield outcomes from USPTO patents with 853,638 reactions. Task: Predict the reaction yield, written as a fraction of the theoretical maximum amount of product (1.0 means a 100% yield; for example, 0.34 means a 34% yield). (1) The reactants are [CH3:1][O:2][C:3]([C:5]1[N:6]([CH3:11])[N:7]=[CH:8][C:9]=1I)=[O:4].C([Mg]Cl)(C)C.CC1OCCC1.Br[C:24]1[CH:52]=[CH:51][C:27]([C:28]([N:30]([C:44]2[C:49]([CH3:50])=[CH:48][CH:47]=[CH:46][N:45]=2)[CH:31]2[CH2:36][CH2:35][CH2:34][N:33]([C:37]([O:39][C:40]([CH3:43])([CH3:42])[CH3:41])=[O:38])[CH2:32]2)=[O:29])=[CH:26][CH:25]=1. The catalyst is C1COCC1.[Cl-].[Cl-].[Zn+2]. The product is [CH3:1][O:2][C:3]([C:5]1[N:6]([CH3:11])[N:7]=[CH:8][C:9]=1[C:24]1[CH:52]=[CH:51][C:27]([C:28]([N:30]([C:44]2[C:49]([CH3:50])=[CH:48][CH:47]=[CH:46][N:45]=2)[C@@H:31]2[CH2:36][CH2:35][CH2:34][N:33]([C:37]([O:39][C:40]([CH3:43])([CH3:41])[CH3:42])=[O:38])[CH2:32]2)=[O:29])=[CH:26][CH:25]=1)=[O:4]. The yield is 0.780. (2) The reactants are [CH3:1][C:2]1([CH3:8])[NH:6][C:5](=[O:7])[CH2:4][CH2:3]1.[H-].[Na+].[CH2:11](Br)[C:12]1[CH:17]=[CH:16][CH:15]=[CH:14][CH:13]=1.C(OCC)(=O)C.CCCCCC. The catalyst is CN(C=O)C. The product is [CH2:11]([N:6]1[C:2]([CH3:8])([CH3:1])[CH2:3][CH2:4][C:5]1=[O:7])[C:12]1[CH:17]=[CH:16][CH:15]=[CH:14][CH:13]=1. The yield is 0.636. (3) The reactants are [NH2:1][C:2]1[N:10]=[C:9]([F:11])[N:8]=[C:7]2[C:3]=1[N:4]=[C:5]([CH2:21][C:22]1[C:30]([I:31])=[CH:29][C:25]3[O:26][CH2:27][O:28][C:24]=3[CH:23]=1)[N:6]2[CH2:12][CH2:13][N:14]([CH:18]([CH3:20])[CH3:19])[CH2:15][CH2:16][OH:17].Cl[S:33]([NH2:36])(=[O:35])=[O:34].C([O-])([O-])=O.[Ca+2]. The catalyst is CN(C=O)C. The product is [NH2:1][C:2]1[N:10]=[C:9]([F:11])[N:8]=[C:7]2[C:3]=1[N:4]=[C:5]([CH2:21][C:22]1[C:30]([I:31])=[CH:29][C:25]3[O:26][CH2:27][O:28][C:24]=3[CH:23]=1)[N:6]2[CH2:12][CH2:13][N:14]([CH:18]([CH3:20])[CH3:19])[CH2:15][CH2:16][O:17][S:33](=[O:35])(=[O:34])[NH2:36]. The yield is 0.440. (4) The reactants are C[N:2]1[CH2:7][CH2:6][CH:5]([CH2:8][CH2:9]CCOC2C=C(C=CC=2)C=O)[CH2:4][CH2:3]1.[CH3:21][N:22]1[CH2:27][CH2:26][CH:25]([CH2:28][CH2:29][CH2:30][CH2:31][O:32][C:33]2[CH:34]=[C:35]([CH:38]=[CH:39][CH:40]=2)[C:36]#[N:37])[CH2:24][CH2:23]1.[CH3:41]C(C[AlH]CC(C)C)C.OS(O)(=O)=O.[OH-].[Na+].C(C(C(C([O-])=O)O)O)([O-])=O.[K+].[Na+].[CH2:69]([Cl:71])Cl. The catalyst is C1(C)C=CC=CC=1.CO. The product is [Cl:71][C:69]1[CH:3]=[CH:4][C:5]([C:6]2[N:37]=[C:36]([C:35]3[CH:34]=[C:33]([CH:40]=[CH:39][CH:38]=3)[O:32][CH2:31][CH2:30][CH2:29][CH2:28][CH:25]3[CH2:24][CH2:23][N:22]([CH3:21])[CH2:27][CH2:26]3)[NH:2][C:7]=2[CH3:41])=[CH:8][CH:9]=1. The yield is 0.660. (5) The reactants are [F:1][C:2]1[CH:3]=[CH:4][C:5]([O:11][C:12]([F:15])([F:14])[F:13])=[C:6]2[C:10]=1[NH:9][CH:8]=[CH:7]2.[OH-].[K+].[CH3:18][O:19][CH2:20][CH2:21]Br. The catalyst is CS(C)=O. The product is [F:1][C:2]1[CH:3]=[CH:4][C:5]([O:11][C:12]([F:15])([F:13])[F:14])=[C:6]2[C:10]=1[N:9]([CH2:21][CH2:20][O:19][CH3:18])[CH:8]=[CH:7]2. The yield is 0.950.